Dataset: Reaction yield outcomes from USPTO patents with 853,638 reactions. Task: Predict the reaction yield, written as a fraction of the theoretical maximum amount of product (1.0 means a 100% yield; for example, 0.34 means a 34% yield). (1) The reactants are [CH3:1][C:2]([CH3:34])([CH2:32][CH3:33])[C:3](=[O:31])[C:4]([N:6]1[CH2:10][CH2:9][CH2:8][CH:7]1[C:11](=[O:30])[CH2:12][CH2:13][CH:14]=[CH:15][C:16]1[CH:21]=[CH:20][C:19]([O:22]CC2C=CC=CC=2)=[CH:18][CH:17]=1)=[O:5]. The catalyst is C(OCC)(=O)C.[Pd]. The product is [OH:22][C:19]1[CH:18]=[CH:17][C:16]([CH2:15][CH2:14][CH2:13][CH2:12][C:11]([CH:7]2[CH2:8][CH2:9][CH2:10][N:6]2[C:4](=[O:5])[C:3](=[O:31])[C:2]([CH3:1])([CH3:34])[CH2:32][CH3:33])=[O:30])=[CH:21][CH:20]=1. The yield is 0.610. (2) The reactants are [CH2:1]([O:8][C:9]1[CH:10]=[CH:11][C:12]([N+:17]([O-])=O)=[C:13]([CH:16]=1)[NH:14][CH3:15])[C:2]1[CH:7]=[CH:6][CH:5]=[CH:4][CH:3]=1.[ClH:20]. The catalyst is [C].[Pt].C1(C)C=CC=CC=1. The product is [ClH:20].[CH2:1]([O:8][C:9]1[CH:16]=[C:13]([NH:14][CH3:15])[C:12]([NH2:17])=[CH:11][CH:10]=1)[C:2]1[CH:3]=[CH:4][CH:5]=[CH:6][CH:7]=1. The yield is 0.910. (3) The product is [F:18][C:7]1[CH:8]=[C:9]2[C:4](=[CH:5][C:6]=1[C:19]1[CH:20]=[N:21][CH:22]=[CH:23][CH:24]=1)[N:3]=[C:2]([C:47]1[CH:48]=[CH:49][C:44]([NH:43][C:41]([NH:40][C:37]3[CH:38]=[CH:39][C:34]([C:32]([N:29]4[CH2:28][CH2:27][N:26]([CH3:25])[CH2:31][CH2:30]4)=[O:33])=[CH:35][CH:36]=3)=[O:42])=[CH:45][CH:46]=1)[N:11]=[C:10]2[N:12]1[CH2:17][CH2:16][O:15][CH2:14][CH2:13]1. The yield is 0.0600. The catalyst is Cl[Pd](Cl)([P](C1C=CC=CC=1)(C1C=CC=CC=1)C1C=CC=CC=1)[P](C1C=CC=CC=1)(C1C=CC=CC=1)C1C=CC=CC=1.O. The reactants are Cl[C:2]1[N:11]=[C:10]([N:12]2[CH2:17][CH2:16][O:15][CH2:14][CH2:13]2)[C:9]2[C:4](=[CH:5][C:6]([C:19]3[CH:20]=[N:21][CH:22]=[CH:23][CH:24]=3)=[C:7]([F:18])[CH:8]=2)[N:3]=1.[CH3:25][N:26]1[CH2:31][CH2:30][N:29]([C:32]([C:34]2[CH:39]=[CH:38][C:37]([NH:40][C:41]([NH:43][C:44]3[CH:49]=[CH:48][C:47](B4OC(C)(C)C(C)(C)O4)=[CH:46][CH:45]=3)=[O:42])=[CH:36][CH:35]=2)=[O:33])[CH2:28][CH2:27]1.C(=O)([O-])[O-].[Cs+].[Cs+].CN(C=O)C.